From a dataset of Full USPTO retrosynthesis dataset with 1.9M reactions from patents (1976-2016). Predict the reactants needed to synthesize the given product. The reactants are: [CH3:1][O:2][C:3]1[CH:8]=[C:7]([N+:9]([O-])=O)[CH:6]=[CH:5][C:4]=1[C:12]1[CH:17]=[CH:16][CH:15]=[CH:14][N:13]=1. Given the product [CH3:1][O:2][C:3]1[CH:8]=[C:7]([CH:6]=[CH:5][C:4]=1[C:12]1[CH:17]=[CH:16][CH:15]=[CH:14][N:13]=1)[NH2:9], predict the reactants needed to synthesize it.